The task is: Regression/Classification. Given a drug SMILES string, predict its absorption, distribution, metabolism, or excretion properties. Task type varies by dataset: regression for continuous measurements (e.g., permeability, clearance, half-life) or binary classification for categorical outcomes (e.g., BBB penetration, CYP inhibition). Dataset: cyp2c19_veith.. This data is from CYP2C19 inhibition data for predicting drug metabolism from PubChem BioAssay. (1) The drug is O=c1c(-c2cccs2)nc2cncnc2n1Cc1ccccc1. The result is 1 (inhibitor). (2) The drug is CN(C)c1ncc2nc(-c3cccs3)c(=O)n(C[C@H]3CCCO3)c2n1. The result is 0 (non-inhibitor). (3) The drug is CN(C)/C=C/C(=O)c1ccc(Cl)cc1. The result is 1 (inhibitor). (4) The drug is CCc1cc2c(nc1CC)CCN(CC/C(C)=N/OC[C@H]1O[C@H](c3ccccc3)C=C[C@@H]1Oc1ccc(OC)cc1)C2. The result is 1 (inhibitor). (5) The molecule is CC(=O)C1C(c2ccccc2OC(F)F)NC(=O)NC1(O)C(F)(F)F. The result is 0 (non-inhibitor). (6) The compound is CN(C)S(=O)(=O)Oc1ccc(Cl)cc1C(=O)Nc1cccc(C(F)(F)F)c1. The result is 1 (inhibitor). (7) The drug is N#CC(=C1CCCC1)c1nc(-c2ccccc2)cs1. The result is 1 (inhibitor). (8) The compound is Cc1cccc(CSc2nnc(NC(=O)c3ccco3)s2)c1. The result is 1 (inhibitor).